Task: Predict the reactants needed to synthesize the given product.. Dataset: Full USPTO retrosynthesis dataset with 1.9M reactions from patents (1976-2016) (1) Given the product [O:4]1[C:12]2[CH:11]=[CH:10][N:9]=[C:8]([N:13]3[CH2:18][CH2:17][N:16]([CH2:19][CH2:20][C@H:21]4[CH2:26][CH2:25][C@H:24]([NH:27][C:32]([C:29]5([OH:28])[CH2:31][CH2:30]5)=[O:33])[CH2:23][CH2:22]4)[CH2:15][CH2:14]3)[C:7]=2[CH2:6][CH2:5]1, predict the reactants needed to synthesize it. The reactants are: Cl.Cl.Cl.[O:4]1[C:12]2[CH:11]=[CH:10][N:9]=[C:8]([N:13]3[CH2:18][CH2:17][N:16]([CH2:19][CH2:20][C@H:21]4[CH2:26][CH2:25][C@H:24]([NH2:27])[CH2:23][CH2:22]4)[CH2:15][CH2:14]3)[C:7]=2[CH2:6][CH2:5]1.[OH:28][C:29]1([C:32](O)=[O:33])[CH2:31][CH2:30]1. (2) The reactants are: Cl.[CH:2]1([NH:8][C:9]2[C:14]([CH3:15])=[C:13]([CH3:16])[N:12]=[C:11](NCC3C=CC=CN=3)[N:10]=2)[CH2:7][CH2:6][CH2:5][CH2:4][CH2:3]1.[F:25][C:26]1[CH:33]=[CH:32][C:29]([CH2:30][NH2:31])=[CH:28][CH:27]=1. Given the product [CH:2]1([NH:8][C:9]2[C:14]([CH3:15])=[C:13]([CH3:16])[N:12]=[C:11]([NH:31][CH2:30][C:29]3[CH:32]=[CH:33][C:26]([F:25])=[CH:27][CH:28]=3)[N:10]=2)[CH2:3][CH2:4][CH2:5][CH2:6][CH2:7]1, predict the reactants needed to synthesize it. (3) Given the product [ClH:41].[ClH:39].[CH:1]1([NH:7][C:8]2[C:12]3([CH2:13][CH2:14][NH:15][CH2:16][CH2:17]3)[N:11]([C:25]3[CH:26]=[CH:27][C:28]([I:31])=[CH:29][CH:30]=3)[C:10](=[O:32])[N:9]=2)[CH2:2][CH2:3][CH2:4][CH2:5][CH2:6]1, predict the reactants needed to synthesize it. The reactants are: [CH:1]1([NH:7][C:8]2[C:12]3([CH2:17][CH2:16][N:15](C(OC(C)(C)C)=O)[CH2:14][CH2:13]3)[N:11]([C:25]3[CH:30]=[CH:29][C:28]([I:31])=[CH:27][CH:26]=3)[C:10](=[O:32])[N:9]=2)[CH2:6][CH2:5][CH2:4][CH2:3][CH2:2]1.O1CCOCC1.[ClH:39].C(Cl)[Cl:41]. (4) The reactants are: [C:1]([NH:9][C:10]1[CH:15]=[CH:14][C:13]([C:16]2[CH:24]=[C:23]3[C:19]([CH2:20][N:21]([C@@H:26]([CH:31]([CH3:33])[CH3:32])[C:27]([O:29][CH3:30])=[O:28])[C:22]3=[O:25])=[CH:18][CH:17]=2)=[CH:12][CH:11]=1)(=[O:8])[C:2]1[CH:7]=[CH:6][CH:5]=[CH:4][CH:3]=1.NC1C=CC(C2C=C3C(CN([C@@H](C(C)C)C(OC)=O)[C:47]3=[O:50])=CC=2)=CC=1.COC1C=CC(C(Cl)=O)=CC=1. Given the product [CH3:47][O:50][C:5]1[CH:4]=[CH:3][C:2]([C:1]([NH:9][C:10]2[CH:11]=[CH:12][C:13]([C:16]3[CH:24]=[C:23]4[C:19]([CH2:20][N:21]([C@@H:26]([CH:31]([CH3:33])[CH3:32])[C:27]([O:29][CH3:30])=[O:28])[C:22]4=[O:25])=[CH:18][CH:17]=3)=[CH:14][CH:15]=2)=[O:8])=[CH:7][CH:6]=1, predict the reactants needed to synthesize it. (5) Given the product [CH3:22][O:21][C:18]1[N:17]=[CH:16][C:15]([C:13]([C:11]2[S:12][C:5]3[N:4]([CH2:3][CH2:2][NH:29][CH:26]4[CH2:27][CH2:28][O:24][CH2:32][CH2:25]4)[C:8]([CH3:9])=[CH:7][C:6]=3[CH:10]=2)=[O:14])=[CH:20][CH:19]=1, predict the reactants needed to synthesize it. The reactants are: Cl[CH2:2][CH2:3][N:4]1[C:8]([CH3:9])=[CH:7][C:6]2[CH:10]=[C:11]([C:13]([C:15]3[CH:16]=[N:17][C:18]([O:21][CH3:22])=[CH:19][CH:20]=3)=[O:14])[S:12][C:5]1=2.Cl.[O:24]1[CH2:28][CH2:27][CH:26]([NH2:29])[CH2:25]1.[K+].[Br-].[C:32](#N)C.